From a dataset of Full USPTO retrosynthesis dataset with 1.9M reactions from patents (1976-2016). Predict the reactants needed to synthesize the given product. The reactants are: C([O:4][CH2:5][C:6]([N:8]([C@H:16]1[C:25]2[C:20](=[CH:21][CH:22]=[CH:23][CH:24]=2)[N:19](C(=O)C2C=C(C(F)(F)F)C=C(C(F)(F)F)C=2)[C@@H:18]([CH3:42])[CH2:17]1)[C:9]1[CH:14]=[CH:13][C:12]([Cl:15])=[CH:11][CH:10]=1)=[O:7])(=O)C.[OH-].[K+].Cl. Given the product [Cl:15][C:12]1[CH:11]=[CH:10][C:9]([N:8]([C@H:16]2[C:25]3[C:20](=[CH:21][CH:22]=[CH:23][CH:24]=3)[NH:19][C@@H:18]([CH3:42])[CH2:17]2)[C:6](=[O:7])[CH2:5][OH:4])=[CH:14][CH:13]=1, predict the reactants needed to synthesize it.